This data is from Peptide-MHC class II binding affinity with 134,281 pairs from IEDB. The task is: Regression. Given a peptide amino acid sequence and an MHC pseudo amino acid sequence, predict their binding affinity value. This is MHC class II binding data. The peptide sequence is HLLRTDSVFKVNDGV. The MHC is DRB1_0101 with pseudo-sequence DRB1_0101. The binding affinity (normalized) is 0.242.